Dataset: Cav3 T-type calcium channel HTS with 100,875 compounds. Task: Binary Classification. Given a drug SMILES string, predict its activity (active/inactive) in a high-throughput screening assay against a specified biological target. (1) The compound is Brc1c(n(nc1C)CCC(=O)NNC(=S)NCCCC)C. The result is 0 (inactive). (2) The molecule is S(=O)(=O)(Nc1nc(cc(n1)C)C)c1ccc(NC(=O)Cc2ccc(OC)cc2)cc1. The result is 0 (inactive). (3) The result is 0 (inactive). The drug is O=C(Nc1ccccc1)c1c(n2nc(cc2nc1)C)C. (4) The molecule is Clc1c(NC(O\N=C(\c2ccccc2)c2ncccc2)=O)cccc1. The result is 0 (inactive). (5) The compound is S(=O)(=O)(Nc1nc(OC)nc(OC)c1)c1ccc(NC(=O)c2occc2)cc1. The result is 0 (inactive). (6) The compound is Oc1c2c(n(CCC)c(=O)c1c1ccccc1)cccc2. The result is 0 (inactive). (7) The molecule is O(c1c2c(c(c(oc2cc(c1)C)=O)C)C)C(C)C(=O)C. The result is 0 (inactive). (8) The compound is s1c2c(n(c(c2)C(=O)NCc2ncccc2)CC)cc1. The result is 0 (inactive).